From a dataset of Peptide-MHC class II binding affinity with 134,281 pairs from IEDB. Regression. Given a peptide amino acid sequence and an MHC pseudo amino acid sequence, predict their binding affinity value. This is MHC class II binding data. (1) The peptide sequence is KASPVLAFPAGVCPT. The MHC is DRB4_0101 with pseudo-sequence DRB4_0103. The binding affinity (normalized) is 0.270. (2) The peptide sequence is YHFDLSGIAFGSMAK. The MHC is DRB1_0101 with pseudo-sequence DRB1_0101. The binding affinity (normalized) is 0.106. (3) The peptide sequence is APEVKYTVFETALKK. The MHC is DRB1_0301 with pseudo-sequence DRB1_0301. The binding affinity (normalized) is 0.276. (4) The peptide sequence is EVITKLGERKILRPRWI. The MHC is DRB1_1501 with pseudo-sequence DRB1_1501. The binding affinity (normalized) is 0.444. (5) The peptide sequence is LGAWVLGEPKMTKAL. The MHC is DRB4_0101 with pseudo-sequence DRB4_0103. The binding affinity (normalized) is 0.183. (6) The peptide sequence is GDLYIFESRAICKYA. The MHC is DRB1_0701 with pseudo-sequence DRB1_0701. The binding affinity (normalized) is 0.867.